Dataset: Full USPTO retrosynthesis dataset with 1.9M reactions from patents (1976-2016). Task: Predict the reactants needed to synthesize the given product. Given the product [O:11]([C:7]1[N:6]=[C:5]([C:3]([OH:4])=[O:2])[CH:10]=[CH:9][N:8]=1)[C:12]1[CH:13]=[CH:14][CH:15]=[CH:16][CH:17]=1, predict the reactants needed to synthesize it. The reactants are: C[O:2][C:3]([C:5]1[CH:10]=[CH:9][N:8]=[C:7]([O:11][C:12]2[CH:17]=[CH:16][CH:15]=[CH:14][CH:13]=2)[N:6]=1)=[O:4].[OH-].[Na+].